From a dataset of Full USPTO retrosynthesis dataset with 1.9M reactions from patents (1976-2016). Predict the reactants needed to synthesize the given product. (1) Given the product [C:1]([NH:4][CH2:5][CH:6]([NH:19][C:20](=[O:26])[O:21][C:22]([CH3:25])([CH3:24])[CH3:23])[CH2:7][NH2:8])(=[O:3])[CH3:2], predict the reactants needed to synthesize it. The reactants are: [C:1]([NH:4][CH2:5][CH:6]([NH:19][C:20](=[O:26])[O:21][C:22]([CH3:25])([CH3:24])[CH3:23])[CH2:7][NH:8]C(=O)OCC1C=CC=CC=1)(=[O:3])[CH3:2]. (2) Given the product [ClH:1].[ClH:1].[NH2:17][CH:5]1[CH2:10][CH2:11][CH2:12][NH:3][CH2:4]1, predict the reactants needed to synthesize it. The reactants are: [ClH:1].Cl.[NH:3]1[CH2:12][CH2:11][CH2:10][CH:5](C(NN)=O)[CH2:4]1.C(O)(C)C.[N:17](OCCC(C)C)=O.Cl. (3) Given the product [CH3:16][O:17][C:18]1[C:35]([O:36][CH3:37])=[C:34]([O:38][CH3:39])[CH:33]=[C:32]([CH3:40])[C:19]=1[C:20]([C:22]1[C:23]([O:30][CH3:31])=[N:24][CH:25]=[C:26]([Cl:29])[C:27]=1[CH3:1])=[O:21], predict the reactants needed to synthesize it. The reactants are: [C:1](=O)([O-])[O-].[K+].[K+].CB1OB(C)OB(C)O1.[CH3:16][O:17][C:18]1[C:35]([O:36][CH3:37])=[C:34]([O:38][CH3:39])[CH:33]=[C:32]([CH3:40])[C:19]=1[C:20]([C:22]1[C:23]([O:30][CH3:31])=[N:24][CH:25]=[C:26]([Cl:29])[C:27]=1Cl)=[O:21].O. (4) Given the product [OH:16][CH2:15][C@H:5]1[CH2:4][S:3][C:2](=[O:1])[N:6]1[CH2:7][CH2:8][CH2:9][CH2:10][CH2:11][CH2:12][C:13]#[N:14], predict the reactants needed to synthesize it. The reactants are: [O:1]=[C:2]1[N:6]([CH2:7][CH2:8][CH2:9][CH2:10][CH2:11][CH2:12][C:13]#[N:14])[C@@H:5]([CH2:15][O:16]C2CCCCO2)[CH2:4][S:3]1.C1(C)C=CC(S(O)(=O)=O)=CC=1.C(N(CC)CC)C. (5) Given the product [N:3]([CH2:6][CH2:7][O:8][CH2:9][CH2:10][O:11][CH2:12][CH2:13][O:14][CH2:15][CH2:16][O:17][CH2:24][C:23]1[CH:26]=[CH:27][C:20]([Cl:19])=[CH:21][CH:22]=1)=[N+:4]=[N-:5], predict the reactants needed to synthesize it. The reactants are: [OH-].[K+].[N:3]([CH:6](O)[CH2:7][O:8][CH2:9][CH2:10][O:11][CH2:12][CH2:13][O:14][CH2:15][CH2:16][OH:17])=[N+:4]=[N-:5].[Cl:19][C:20]1[CH:27]=[CH:26][C:23]([CH2:24]Cl)=[CH:22][CH:21]=1. (6) Given the product [C:23]([O:27][C:28]([N:30]1[CH2:35][CH2:34][C:33]2[N:36]([CH2:49][CH2:50][CH:51]=[O:52])[N:37]=[C:38]([C:39]3[CH:44]=[CH:43][C:42]([C:45]([F:48])([F:46])[F:47])=[CH:41][CH:40]=3)[C:32]=2[CH2:31]1)=[O:29])([CH3:26])([CH3:25])[CH3:24], predict the reactants needed to synthesize it. The reactants are: CC(OI1(OC(C)=O)(OC(C)=O)OC(=O)C2C=CC=CC1=2)=O.[C:23]([O:27][C:28]([N:30]1[CH2:35][CH2:34][C:33]2[N:36]([CH2:49][CH2:50][CH2:51][OH:52])[N:37]=[C:38]([C:39]3[CH:44]=[CH:43][C:42]([C:45]([F:48])([F:47])[F:46])=[CH:41][CH:40]=3)[C:32]=2[CH2:31]1)=[O:29])([CH3:26])([CH3:25])[CH3:24].[O-]S([O-])(=S)=O.[Na+].[Na+]. (7) Given the product [ClH:1].[CH2:35]([O:32][C:31](=[O:33])[CH2:30][CH2:29][C:5]1[CH:6]=[C:7]([O:10][CH2:11][C@H:12]([OH:28])[CH2:13][NH:14][C:15]([CH3:27])([CH3:26])[CH2:16][CH:17]2[CH2:18][C:19]3[C:24](=[CH:23][CH:22]=[CH:21][CH:20]=3)[CH2:25]2)[C:8]([F:9])=[C:3]([F:2])[CH:4]=1)[CH3:36].[ClH:1], predict the reactants needed to synthesize it. The reactants are: [ClH:1].[F:2][C:3]1[CH:4]=[C:5]([CH2:29][CH2:30][C:31]([OH:33])=[O:32])[CH:6]=[C:7]([O:10][CH2:11][C@H:12]([OH:28])[CH2:13][NH:14][C:15]([CH3:27])([CH3:26])[CH2:16][CH:17]2[CH2:25][C:24]3[C:19](=[CH:20][CH:21]=[CH:22][CH:23]=3)[CH2:18]2)[C:8]=1[F:9].Cl.[CH2:35](O)[CH3:36]. (8) The reactants are: [Br:1][CH2:2][CH2:3][CH2:4][CH2:5][CH2:6][CH2:7][CH2:8][CH2:9][C:10]1[CH:15]=[CH:14][CH:13]=[CH:12][CH:11]=1.[N:16]1[CH:21]=[CH:20][C:19]([CH3:22])=[CH:18][C:17]=1[CH3:23]. Given the product [Br-:1].[CH3:23][C:17]1[CH:18]=[C:19]([CH3:22])[CH:20]=[CH:21][N+:16]=1[CH2:2][CH2:3][CH2:4][CH2:5][CH2:6][CH2:7][CH2:8][CH2:9][C:10]1[CH:15]=[CH:14][CH:13]=[CH:12][CH:11]=1, predict the reactants needed to synthesize it.